This data is from Full USPTO retrosynthesis dataset with 1.9M reactions from patents (1976-2016). The task is: Predict the reactants needed to synthesize the given product. (1) Given the product [C:30]([C:18]1[C:19]([C:21]2[C:29]3[C:24](=[CH:25][CH:26]=[CH:27][CH:28]=3)[NH:23][CH:22]=2)=[N:20][C:15]([NH:14][CH:11]2[CH2:12][CH2:13][N:8]([C:6]([C:5]3[CH:32]=[CH:33][C:2]([NH:1][C:47](=[O:48])/[CH:46]=[CH:42]/[CH2:40][N:36]([CH3:35])[CH3:37])=[CH:3][CH:4]=3)=[O:7])[CH2:9][CH2:10]2)=[N:16][CH:17]=1)#[N:31], predict the reactants needed to synthesize it. The reactants are: [NH2:1][C:2]1[CH:33]=[CH:32][C:5]([C:6]([N:8]2[CH2:13][CH2:12][CH:11]([NH:14][C:15]3[N:20]=[C:19]([C:21]4[C:29]5[C:24](=[CH:25][CH:26]=[CH:27][CH:28]=5)[NH:23][CH:22]=4)[C:18]([C:30]#[N:31])=[CH:17][N:16]=3)[CH2:10][CH2:9]2)=[O:7])=[CH:4][CH:3]=1.C[CH2:35][N:36]([CH:40]([CH3:42])C)[CH:37](C)C.BrC/C=[CH:46]/[C:47](Cl)=[O:48].C(Cl)Cl.CNC. (2) The reactants are: [O:1]1[CH:5]=[CH:4][CH:3]=[C:2]1[C:6]1[N:7]=[C:8]([NH:17][C:18]([CH:20]2[CH2:25][CH2:24][NH:23][CH2:22][CH2:21]2)=[O:19])[S:9][C:10]=1[C:11]1[CH:16]=[CH:15][N:14]=[CH:13][CH:12]=1.Cl[C:27]1[CH:32]=[CH:31][C:30]([C:33]#[N:34])=[CH:29][N:28]=1.C(=O)([O-])[O-].[K+].[K+].O. Given the product [C:33]([C:30]1[CH:31]=[CH:32][C:27]([N:23]2[CH2:24][CH2:25][CH:20]([C:18]([NH:17][C:8]3[S:9][C:10]([C:11]4[CH:12]=[CH:13][N:14]=[CH:15][CH:16]=4)=[C:6]([C:2]4[O:1][CH:5]=[CH:4][CH:3]=4)[N:7]=3)=[O:19])[CH2:21][CH2:22]2)=[N:28][CH:29]=1)#[N:34], predict the reactants needed to synthesize it. (3) Given the product [C:21]([C:23]1[CH:24]=[CH:25][C:26]([N:29]2[C:33]([CH2:34][CH3:35])=[C:32]([C:36]([N:18]3[C:15]4[CH:16]=[C:17]5[C:12]([CH:11]=[CH:10][N:9]=[C:8]5[N:5]5[CH2:4][CH2:3][N:2]([CH3:1])[CH2:7][CH2:6]5)=[CH:13][C:14]=4[CH2:20][CH2:19]3)=[O:37])[CH:31]=[N:30]2)=[CH:27][CH:28]=1)#[N:22], predict the reactants needed to synthesize it. The reactants are: [CH3:1][N:2]1[CH2:7][CH2:6][N:5]([C:8]2[C:17]3[C:12](=[CH:13][C:14]4[CH2:20][CH2:19][NH:18][C:15]=4[CH:16]=3)[CH:11]=[CH:10][N:9]=2)[CH2:4][CH2:3]1.[C:21]([C:23]1[CH:28]=[CH:27][C:26]([N:29]2[C:33]([CH2:34][CH3:35])=[C:32]([C:36](OCC)=[O:37])[CH:31]=[N:30]2)=[CH:25][CH:24]=1)#[N:22]. (4) Given the product [Cl:1][C:2]1[N:3]=[CH:4][C:5]2[CH:10]=[CH:9][N:8]([S:19]([C:14]3[CH:15]=[CH:16][CH:17]=[CH:18][C:13]=3[C:11]#[N:12])(=[O:21])=[O:20])[C:6]=2[N:7]=1, predict the reactants needed to synthesize it. The reactants are: [Cl:1][C:2]1[N:3]=[CH:4][C:5]2[CH:10]=[CH:9][NH:8][C:6]=2[N:7]=1.[C:11]([C:13]1[CH:18]=[CH:17][CH:16]=[CH:15][C:14]=1[S:19](Cl)(=[O:21])=[O:20])#[N:12]. (5) Given the product [Br:1][C:2]1[C:7]([Cl:8])=[CH:6][C:5]([C:9]2[C:18]3[C:13](=[CH:14][C:15]([S:19]([NH:36][C:37]4[S:38][CH:39]=[N:40][N:41]=4)(=[O:22])=[O:21])=[CH:16][CH:17]=3)[CH:12]=[CH:11][N:10]=2)=[C:4]([O:34][CH3:35])[CH:3]=1, predict the reactants needed to synthesize it. The reactants are: [Br:1][C:2]1[C:7]([Cl:8])=[CH:6][C:5]([C:9]2[C:18]3[C:13](=[CH:14][C:15]([S:19]([O:22]C4C(F)=C(F)C(F)=C(F)C=4F)(=[O:21])=O)=[CH:16][CH:17]=3)[CH:12]=[CH:11][N:10]=2)=[C:4]([O:34][CH3:35])[CH:3]=1.[NH2:36][C:37]1[S:38][CH:39]=[N:40][N:41]=1.C(=O)([O-])[O-].[Cs+].[Cs+]. (6) Given the product [C:37]([NH:36][C:32]1[CH:31]=[C:30]([CH:9]([NH:10][C:11]([C:13]2[S:29][C:16]3=[N:17][C:18]4[CH2:19][CH2:20][CH:21]([C:25]([CH3:28])([CH3:27])[CH3:26])[CH2:22][C:23]=4[CH:24]=[C:15]3[CH:14]=2)=[O:12])[CH2:8][NH2:7])[CH:35]=[CH:34][CH:33]=1)(=[O:39])[CH3:38], predict the reactants needed to synthesize it. The reactants are: C(OC(=O)[NH:7][CH2:8][CH:9]([C:30]1[CH:35]=[CH:34][CH:33]=[C:32]([NH:36][C:37](=[O:39])[CH3:38])[CH:31]=1)[NH:10][C:11]([C:13]1[S:29][C:16]2=[N:17][C:18]3[CH2:19][CH2:20][CH:21]([C:25]([CH3:28])([CH3:27])[CH3:26])[CH2:22][C:23]=3[CH:24]=[C:15]2[CH:14]=1)=[O:12])(C)(C)C.C(O)(C(F)(F)F)=O.C(Cl)Cl. (7) Given the product [CH2:1]([O:8][C:9]1[CH:14]=[C:13]([O:15][CH2:16][C:17]2[CH:22]=[CH:21][CH:20]=[CH:19][CH:18]=2)[C:12]([CH:23]([CH3:25])[CH3:24])=[CH:11][C:10]=1[C:26]1[O:30][N:29]=[C:28]([C:31]([NH:33][CH2:34][CH3:35])=[O:32])[C:27]=1[C:42]1[CH:43]=[N:44][N:45]([C:47]([C:54]2[CH:59]=[CH:58][CH:57]=[CH:56][CH:55]=2)([C:48]2[CH:49]=[CH:50][CH:51]=[CH:52][CH:53]=2)[C:60]2[CH:65]=[CH:64][CH:63]=[CH:62][CH:61]=2)[CH:46]=1)[C:2]1[CH:7]=[CH:6][CH:5]=[CH:4][CH:3]=1, predict the reactants needed to synthesize it. The reactants are: [CH2:1]([O:8][C:9]1[CH:14]=[C:13]([O:15][CH2:16][C:17]2[CH:22]=[CH:21][CH:20]=[CH:19][CH:18]=2)[C:12]([CH:23]([CH3:25])[CH3:24])=[CH:11][C:10]=1[C:26]1[O:30][N:29]=[C:28]([C:31]([NH:33][CH2:34][CH3:35])=[O:32])[C:27]=1I)[C:2]1[CH:7]=[CH:6][CH:5]=[CH:4][CH:3]=1.C([Sn](CCCC)(CCCC)[C:42]1[CH:43]=[N:44][N:45]([C:47]([C:60]2[CH:65]=[CH:64][CH:63]=[CH:62][CH:61]=2)([C:54]2[CH:59]=[CH:58][CH:57]=[CH:56][CH:55]=2)[C:48]2[CH:53]=[CH:52][CH:51]=[CH:50][CH:49]=2)[CH:46]=1)CCC.